This data is from Full USPTO retrosynthesis dataset with 1.9M reactions from patents (1976-2016). The task is: Predict the reactants needed to synthesize the given product. (1) Given the product [NH2:21][CH:14]1[CH:15]([CH3:17])[CH2:16][N:11]([C:6]([O:8][CH2:9][CH3:10])=[O:7])[CH2:12][CH:13]1[CH3:19], predict the reactants needed to synthesize it. The reactants are: C([O-])(=O)C.[NH4+].[C:6]([N:11]1[CH2:16][CH:15]([CH3:17])[C:14](=O)[CH:13]([CH3:19])[CH2:12]1)([O:8][CH2:9][CH3:10])=[O:7].C([BH3-])#[N:21].[Na+]. (2) Given the product [Cl:1][C:2]1[C:3]([NH+:9]([O-:38])[C:10]([C:12]2[C:20]3[C:19]4[CH:21]=[CH:22][CH:23]=[CH:24][C:18]=4[O:17][C:16]=3[C:15]([O:25][CH2:26][CH:27]3[CH2:29][CH2:28]3)=[CH:14][CH:13]=2)=[O:11])=[N:4][CH:5]=[C:6]([Cl:8])[CH:7]=1, predict the reactants needed to synthesize it. The reactants are: [Cl:1][C:2]1[C:3]([NH:9][C:10]([C:12]2[C:20]3[C:19]4[CH:21]=[CH:22][CH:23]=[CH:24][C:18]=4[O:17][C:16]=3[C:15]([O:25][CH2:26][CH:27]3[CH2:29][CH2:28]3)=[CH:14][CH:13]=2)=[O:11])=[N:4][CH:5]=[C:6]([Cl:8])[CH:7]=1.ClC1C=CC=C(C(OO)=[O:38])C=1. (3) The reactants are: [CH3:1][NH:2][S:3]([C:6]1[CH:7]=[CH:8][CH:9]=[C:10]2[C:14]=1[NH:13][CH:12]=[CH:11]2)(=[O:5])=[O:4].Cl[C:16]1[CH:21]=[CH:20][N:19]=[C:18]([NH:22][CH:23]2[CH2:28][C:27]([CH3:30])([CH3:29])[NH:26][C:25]([CH3:32])([CH3:31])[CH2:24]2)[N:17]=1.CCCC[N+](CCCC)(CCCC)CCCC.[F-]. Given the product [CH3:1][NH:2][S:3]([C:6]1[CH:7]=[CH:8][CH:9]=[C:10]2[C:14]=1[NH:13][CH:12]=[C:11]2[C:20]1[CH:21]=[CH:16][N:17]=[C:18]([NH:22][CH:23]2[CH2:28][C:27]([CH3:30])([CH3:29])[NH:26][C:25]([CH3:32])([CH3:31])[CH2:24]2)[N:19]=1)(=[O:5])=[O:4], predict the reactants needed to synthesize it. (4) The reactants are: [Cl:1][C:2]1[CH:7]=[CH:6][C:5]([NH:8][C:9]([C:17]2[N:21]3[CH:22]=[CH:23][CH:24]=[CH:25][C:20]3=[N:19][C:18]=2[C:26]2[CH:31]=[C:30]([Cl:32])[CH:29]=[CH:28][C:27]=2[Cl:33])=[N:10][CH2:11][CH:12](OC)OC)=[CH:4][CH:3]=1. Given the product [Cl:1][C:2]1[CH:7]=[CH:6][C:5]([N:8]2[CH:12]=[CH:11][N:10]=[C:9]2[C:17]2[N:21]3[CH:22]=[CH:23][CH:24]=[CH:25][C:20]3=[N:19][C:18]=2[C:26]2[CH:31]=[C:30]([Cl:32])[CH:29]=[CH:28][C:27]=2[Cl:33])=[CH:4][CH:3]=1, predict the reactants needed to synthesize it. (5) Given the product [CH3:1][C:2]1[N:3]([CH2:18][CH2:17][N:15]([CH3:16])[CH3:14])[C:4]2[C:9]([CH:10]=1)=[CH:8][C:7]([N+:11]([O-:13])=[O:12])=[CH:6][CH:5]=2, predict the reactants needed to synthesize it. The reactants are: [CH3:1][C:2]1[NH:3][C:4]2[C:9]([CH:10]=1)=[CH:8][C:7]([N+:11]([O-:13])=[O:12])=[CH:6][CH:5]=2.[CH3:14][N:15]([CH2:17][CH2:18]Cl)[CH3:16]. (6) Given the product [CH:9]1([O:11][C@H:12]2[CH2:16][N:15]([C:17]([O:19][CH2:20][C:21]3[CH:26]=[CH:25][CH:24]=[CH:23][CH:22]=3)=[O:18])[C@H:14]([C:27]([O:29][CH3:30])=[O:28])[CH2:13]2)[CH2:1][CH2:10]1, predict the reactants needed to synthesize it. The reactants are: [CH2:1]([Zn]CC)C.ICI.[CH:9]([O:11][C@H:12]1[CH2:16][N:15]([C:17]([O:19][CH2:20][C:21]2[CH:26]=[CH:25][CH:24]=[CH:23][CH:22]=2)=[O:18])[C@H:14]([C:27]([O:29][CH3:30])=[O:28])[CH2:13]1)=[CH2:10]. (7) Given the product [CH3:31][C:40]1([C:42]2[CH:43]=[CH:44][C:45]([C:6]([NH:7][CH2:8][C:9]3[CH:10]=[CH:11][C:12]([C:15]4[C:16]5[CH:23]=[C:22]([C:24]6[CH:25]=[N:26][N:27]([CH3:29])[CH:28]=6)[NH:21][C:17]=5[N:18]=[CH:19][N:20]=4)=[CH:13][CH:14]=3)=[O:30])=[CH:49][CH:50]=2)[CH2:39][O:38][CH2:41]1, predict the reactants needed to synthesize it. The reactants are: C(O[C:6](=[O:30])[NH:7][CH2:8][C:9]1[CH:14]=[CH:13][C:12]([C:15]2[C:16]3[CH:23]=[C:22]([C:24]4[CH:25]=[N:26][N:27]([CH3:29])[CH:28]=4)[NH:21][C:17]=3[N:18]=[CH:19][N:20]=2)=[CH:11][CH:10]=1)(C)(C)C.[C:31](O)(C(F)(F)F)=O.[O:38]1[CH2:41][CH:40]([C:42]2[CH:50]=[CH:49][C:45](C(O)=O)=[CH:44][CH:43]=2)[CH2:39]1.CCN(C(C)C)C(C)C.CN(C(ON1N=NC2C=CC=NC1=2)=[N+](C)C)C.F[P-](F)(F)(F)(F)F. (8) The reactants are: Cl.[Cl:2][C:3]1[C:11]2[N:10]([CH2:12][CH2:13][CH3:14])[C:9]([C:15]3[CH:20]=[CH:19][C:18](I)=[CH:17][CH:16]=3)=[NH+:8][C:7]=2[CH:6]=[CH:5][CH:4]=1.[NH2:22][C:23]1[CH:28]=[CH:27][C:26]([CH3:29])=[CH:25][CH:24]=1.C([O-])([O-])=O.[Cs+].[Cs+]. Given the product [Cl:2][C:3]1[C:11]2[N:10]([CH2:12][CH2:13][CH3:14])[C:9]([C:15]3[CH:20]=[CH:19][C:18]([NH:22][C:23]4[CH:28]=[CH:27][C:26]([CH3:29])=[CH:25][CH:24]=4)=[CH:17][CH:16]=3)=[N:8][C:7]=2[CH:6]=[CH:5][CH:4]=1, predict the reactants needed to synthesize it.